This data is from Reaction yield outcomes from USPTO patents with 853,638 reactions. The task is: Predict the reaction yield, written as a fraction of the theoretical maximum amount of product (1.0 means a 100% yield; for example, 0.34 means a 34% yield). (1) The reactants are [Cl:1][C:2]1[CH:3]=[CH:4][C:5]2[N:6]([C:8]([C:11]([O:13]CC)=[O:12])=[CH:9][N:10]=2)[N:7]=1.Cl. No catalyst specified. The product is [Cl:1][C:2]1[CH:3]=[CH:4][C:5]2[N:6]([C:8]([C:11]([OH:13])=[O:12])=[CH:9][N:10]=2)[N:7]=1. The yield is 0.960. (2) The reactants are [CH:1]1[C:10]2[C:5](=[CH:6][CH:7]=[CH:8][CH:9]=2)[CH:4]=[CH:3][C:2]=1[S:11]([CH:14]1[CH2:19][CH2:18][NH:17][CH2:16][CH2:15]1)(=[O:13])=[O:12].Cl[C:21]1[C:26]([C:27]#[N:28])=[CH:25][CH:24]=[CH:23][N:22]=1. No catalyst specified. The product is [CH:1]1[C:10]2[C:5](=[CH:6][CH:7]=[CH:8][CH:9]=2)[CH:4]=[CH:3][C:2]=1[S:11]([CH:14]1[CH2:19][CH2:18][N:17]([C:21]2[N:22]=[CH:23][CH:24]=[CH:25][C:26]=2[C:27]#[N:28])[CH2:16][CH2:15]1)(=[O:12])=[O:13]. The yield is 0.780. (3) The reactants are [Cl:1][C:2]1[C:3](Cl)=[N:4][CH:5]=[C:6]([CH:32]=1)[C:7]([NH:9][C@H:10]([CH:29]([CH3:31])[CH3:30])[C:11]([N:13]1[CH2:18][CH2:17][C@@:16]([C:20]2[CH:25]=[CH:24][C:23]([Cl:26])=[CH:22][CH:21]=2)([OH:19])[C:15]([CH3:28])([CH3:27])[CH2:14]1)=[O:12])=[O:8].[C:34]1([O-:40])[CH:39]=[CH:38][CH:37]=[CH:36][CH:35]=1.[Na+]. The catalyst is CN(C=O)C. The product is [Cl:1][C:2]1[C:3]([O:40][C:34]2[CH:39]=[CH:38][CH:37]=[CH:36][CH:35]=2)=[N:4][CH:5]=[C:6]([CH:32]=1)[C:7]([NH:9][C@H:10]([CH:29]([CH3:30])[CH3:31])[C:11]([N:13]1[CH2:18][CH2:17][C@@:16]([C:20]2[CH:25]=[CH:24][C:23]([Cl:26])=[CH:22][CH:21]=2)([OH:19])[C:15]([CH3:28])([CH3:27])[CH2:14]1)=[O:12])=[O:8]. The yield is 0.352. (4) The reactants are [Br:1][C:2]1[C:13]2[C:5](=[CH:6][C:7]([C:16]3[CH:21]=[CH:20][CH:19]=[CH:18][C:17]=3[Cl:22])=[C:8]3[C:12]=2[C:11](=[O:14])[NH:10][C:9]3=[O:15])[N:4]([CH2:23][CH2:24][CH2:25][OH:26])[C:3]=1[CH:27]=[O:28].S(C)C. The catalyst is C1COCC1. The product is [Br:1][C:2]1[C:13]2[C:5](=[CH:6][C:7]([C:16]3[CH:21]=[CH:20][CH:19]=[CH:18][C:17]=3[Cl:22])=[C:8]3[C:12]=2[C:11](=[O:14])[NH:10][C:9]3=[O:15])[N:4]([CH2:23][CH2:24][CH2:25][OH:26])[C:3]=1[CH2:27][OH:28]. The yield is 0.680. (5) The reactants are [CH3:1][Si](C)(C)N[Si](C)(C)C.[Na].[CH:11]([C:13]1[CH2:18][CH2:17][CH2:16][CH2:15][C:14]=1[C:19]1[CH:24]=[CH:23][C:22]([NH:25][C:26](=[O:35])[C:27]2[C:32]([F:33])=[CH:31][CH:30]=[CH:29][C:28]=2[F:34])=[CH:21][CH:20]=1)=O. The catalyst is C1COCC1. The product is [CH:11]([C:13]1[CH2:18][CH2:17][CH2:16][CH2:15][C:14]=1[C:19]1[CH:24]=[CH:23][C:22]([NH:25][C:26](=[O:35])[C:27]2[C:32]([F:33])=[CH:31][CH:30]=[CH:29][C:28]=2[F:34])=[CH:21][CH:20]=1)=[CH2:1]. The yield is 0.600. (6) The reactants are Br[C:2]1[CH:7]=[CH:6][C:5]([NH:8][C:9]2[N:31]=[C:12]3[CH:13]=[CH:14][CH:15]=[C:16]([C:17]4[CH:18]=[C:19]([S:23]([NH:26][C:27]([CH3:30])([CH3:29])[CH3:28])(=[O:25])=[O:24])[CH:20]=[CH:21][CH:22]=4)[N:11]3[N:10]=2)=[CH:4][CH:3]=1.[N:32]1([CH2:37][CH2:38][OH:39])[CH2:36][CH2:35][CH2:34][CH2:33]1. The catalyst is C(OCC)(=O)C.[Cu]I. The product is [C:27]([NH:26][S:23]([C:19]1[CH:20]=[CH:21][CH:22]=[C:17]([C:16]2[N:11]3[N:10]=[C:9]([NH:8][C:5]4[CH:6]=[CH:7][C:2]([O:39][CH2:38][CH2:37][N:32]5[CH2:36][CH2:35][CH2:34][CH2:33]5)=[CH:3][CH:4]=4)[N:31]=[C:12]3[CH:13]=[CH:14][CH:15]=2)[CH:18]=1)(=[O:25])=[O:24])([CH3:30])([CH3:29])[CH3:28]. The yield is 0.360. (7) The reactants are [C:1]1([CH3:14])[CH:6]=[CH:5][CH:4]=[C:3]([C:7]2[O:11][N:10]=[C:9]([CH:12]=[O:13])[CH:8]=2)[CH:2]=1.[CH3:15][Mg]Br.C(OCC)C. The product is [CH3:14][C:1]1[CH:2]=[C:3]([C:7]2[O:11][N:10]=[C:9]([CH:12]([OH:13])[CH3:15])[CH:8]=2)[CH:4]=[CH:5][CH:6]=1. The yield is 1.00. The catalyst is C1COCC1. (8) The reactants are C([N:8](CC1C=CC=CC=1)[C:9]1[CH:10]=[C:11]2[C:16](=[C:17]([F:19])[CH:18]=1)[C:15]([N:20]([C:28]([O:30][C:31]([CH3:34])([CH3:33])[CH3:32])=[O:29])[C:21]([O:23][C:24]([CH3:27])([CH3:26])[CH3:25])=[O:22])=[N:14][CH:13]=[CH:12]2)C1C=CC=CC=1. The catalyst is [OH-].[Pd+2].[OH-].C(O)C. The product is [C:31]([O:30][C:28]([N:20]([C:21]([O:23][C:24]([CH3:27])([CH3:26])[CH3:25])=[O:22])[C:15]1[C:16]2[C:11](=[CH:10][C:9]([NH2:8])=[CH:18][C:17]=2[F:19])[CH:12]=[CH:13][N:14]=1)=[O:29])([CH3:34])([CH3:33])[CH3:32]. The yield is 0.900. (9) The reactants are I[C:2]1[C:10]2[C:5](=[N:6][CH:7]=[N:8][C:9]=2[NH2:11])[NH:4][N:3]=1.[CH3:12][O:13][C:14]1[CH:15]=[C:16](B(O)O)[CH:17]=[CH:18][C:19]=1[O:20][CH3:21].C(=O)([O-])[O-].[Na+].[Na+].ClCCl. The catalyst is CN(C=O)C.C(O)C.O. The product is [CH3:12][O:13][C:14]1[CH:15]=[C:16]([C:2]2[C:10]3[C:5](=[N:6][CH:7]=[N:8][C:9]=3[NH2:11])[NH:4][N:3]=2)[CH:17]=[CH:18][C:19]=1[O:20][CH3:21]. The yield is 0.210. (10) The reactants are [O:1]1[C:5]2[CH:6]=[CH:7][CH:8]=[CH:9][C:4]=2[N:3]=[C:2]1[C:10]1[C:11](=[O:21])[O:12][C:13]2[C:18]([CH:19]=1)=[CH:17][CH:16]=[C:15]([OH:20])[CH:14]=2.O[CH:23]1[CH2:28][CH2:27][N:26]([C:29]([O:31][C:32]([CH3:35])([CH3:34])[CH3:33])=[O:30])[CH2:25][CH2:24]1.N(C(OC(C)C)=O)=NC(OC(C)C)=O.C1(P(C2C=CC=CC=2)C2C=CC=CC=2)C=CC=CC=1.C(N(CC)CC)C. The catalyst is C1COCC1. The product is [O:1]1[C:5]2[CH:6]=[CH:7][CH:8]=[CH:9][C:4]=2[N:3]=[C:2]1[C:10]1[C:11](=[O:21])[O:12][C:13]2[C:18]([CH:19]=1)=[CH:17][CH:16]=[C:15]([O:20][CH:23]1[CH2:28][CH2:27][N:26]([C:29]([O:31][C:32]([CH3:35])([CH3:34])[CH3:33])=[O:30])[CH2:25][CH2:24]1)[CH:14]=2. The yield is 0.660.